This data is from Reaction yield outcomes from USPTO patents with 853,638 reactions. The task is: Predict the reaction yield, written as a fraction of the theoretical maximum amount of product (1.0 means a 100% yield; for example, 0.34 means a 34% yield). The reactants are [C:1]([N:8]1[CH2:13][CH2:12][CH2:11][CH:10]([CH2:14][NH:15][C:16]2[CH:17]=[N:18][CH:19]=[CH:20][CH:21]=2)[CH2:9]1)([O:3][C:4]([CH3:7])([CH3:6])[CH3:5])=[O:2].[C:22](Cl)(=[O:25])[CH2:23][CH3:24]. The catalyst is C(Cl)Cl. The yield is 0.710. The product is [C:1]([N:8]1[CH2:13][CH2:12][CH2:11][CH:10]([CH2:14][N:15]([C:16]2[CH:17]=[N:18][CH:19]=[CH:20][CH:21]=2)[C:22](=[O:25])[CH2:23][CH3:24])[CH2:9]1)([O:3][C:4]([CH3:6])([CH3:7])[CH3:5])=[O:2].